This data is from Catalyst prediction with 721,799 reactions and 888 catalyst types from USPTO. The task is: Predict which catalyst facilitates the given reaction. Reactant: [CH3:1][C:2]1[CH:9]=[CH:8][C:5]([CH:6]=O)=[CH:4][CH:3]=1.[C:10]([O:14][C:15]([CH3:18])([CH3:17])[CH3:16])(=[O:13])[NH:11][NH2:12]. The catalyst class is: 8. Product: [C:15]([O:14][C:10]([NH:11][N:12]=[CH:6][C:5]1[CH:8]=[CH:9][C:2]([CH3:1])=[CH:3][CH:4]=1)=[O:13])([CH3:18])([CH3:17])[CH3:16].